This data is from Catalyst prediction with 721,799 reactions and 888 catalyst types from USPTO. The task is: Predict which catalyst facilitates the given reaction. (1) Reactant: [CH2:1]([O:3][C:4](=[O:8])[CH2:5][N+:6]#[C-:7])[CH3:2].C(O[CH:12](OCC)[N:13]([CH3:15])[CH3:14])C. Product: [CH3:12][N:13]([CH3:15])/[CH:14]=[C:5](\[N+:6]#[C-:7])/[C:4]([O:3][CH2:1][CH3:2])=[O:8]. The catalyst class is: 14. (2) Reactant: [S:1]1[C:5]([NH:6][S:7]([C:10]2[CH:15]=[CH:14][C:13]([CH:16]3[CH2:21][CH2:20][N:19](C(=O)C(F)(F)F)[CH2:18][CH2:17]3)=[CH:12][CH:11]=2)(=[O:9])=[O:8])=[N:4][CH:3]=[N:2]1.[OH-].[Na+].Cl. Product: [NH:19]1[CH2:18][CH2:17][CH:16]([C:13]2[CH:14]=[CH:15][C:10]([S:7]([NH:6][C:5]3[S:1][N:2]=[CH:3][N:4]=3)(=[O:9])=[O:8])=[CH:11][CH:12]=2)[CH2:21][CH2:20]1. The catalyst class is: 6. (3) Reactant: [CH2:1]([C:5]1[C:10]([CH2:11][NH:12][C:13](=[O:19])[O:14][C:15]([CH3:18])([CH3:17])[CH3:16])=[C:9]([C:20]2[CH:25]=[CH:24][C:23]([CH3:26])=[CH:22][CH:21]=2)[C:8]([CH2:27]SC)=[C:7]([CH3:30])[N:6]=1)[CH:2]([CH3:4])[CH3:3].O[O:32][S:33]([O-:35])=O.[K+].S(=O)(=O)(O)O.[C:42](=O)([O-])O.[Na+]. Product: [CH2:1]([C:5]1[C:10]([CH2:11][NH:12][C:13](=[O:19])[O:14][C:15]([CH3:16])([CH3:17])[CH3:18])=[C:9]([C:20]2[CH:21]=[CH:22][C:23]([CH3:26])=[CH:24][CH:25]=2)[C:8]([CH2:27][S:33]([CH3:42])(=[O:35])=[O:32])=[C:7]([CH3:30])[N:6]=1)[CH:2]([CH3:3])[CH3:4]. The catalyst class is: 24. (4) Reactant: [C:1]([C:3]1[C:4]([NH2:9])=[N:5][CH:6]=[CH:7][CH:8]=1)#[CH:2].[C:10](Cl)(=[N:12][OH:13])[CH3:11].[N:15]1[CH:20]=[CH:19][CH:18]=[CH:17][C:16]=1[O:21][C:22]1[CH:27]=[CH:26][CH:25]=[CH:24][CH:23]=1.C(N(CC)CC)C. Product: [N:15]1[CH:20]=[CH:19][CH:18]=[CH:17][C:16]=1[O:21][C:22]1[CH:23]=[CH:24][C:25]([CH2:11][C:10]2[CH:2]=[C:1]([C:3]3[C:4]([NH2:9])=[N:5][CH:6]=[CH:7][CH:8]=3)[O:13][N:12]=2)=[CH:26][CH:27]=1. The catalyst class is: 7. (5) Reactant: [H-].[Al+3].[Li+].[H-].[H-].[H-].O1CCCC1.[Si:12]([O:19][CH:20]1[CH2:25][CH2:24][CH:23]([C:26](OC)=[O:27])[CH2:22][CH2:21]1)([C:15]([CH3:18])([CH3:17])[CH3:16])([CH3:14])[CH3:13].[OH-].[Na+]. Product: [Si:12]([O:19][CH:20]1[CH2:21][CH2:22][CH:23]([CH2:26][OH:27])[CH2:24][CH2:25]1)([C:15]([CH3:18])([CH3:17])[CH3:16])([CH3:14])[CH3:13]. The catalyst class is: 6. (6) Reactant: [Si:1]([O:8][CH2:9][C@@H:10]1[C@@H:14]([OH:15])[CH2:13][C@H:12]([NH:16][C:17]2[C:22]([C:23]([C:25]3[S:26][C:27]([CH3:41])=[C:28]([C@H:30]4[C:39]5[C:34](=[CH:35][CH:36]=[C:37]([Cl:40])[CH:38]=5)[CH2:33][CH2:32][O:31]4)[CH:29]=3)=[O:24])=[CH:21][N:20]=[CH:19][N:18]=2)[CH2:11]1)([C:4]([CH3:7])([CH3:6])[CH3:5])([CH3:3])[CH3:2].C(Cl)Cl.[C:45]([O:49][P:50]([O:57][C:58]1[CH:63]=[CH:62][C:61]([CH2:64][C:65](O)=[O:66])=[CH:60][CH:59]=1)([O:52][C:53]([CH3:56])([CH3:55])[CH3:54])=[O:51])([CH3:48])([CH3:47])[CH3:46].Cl.CN(C)CCCN=C=NCC. Product: [C:45]([O:49][P:50]([O:57][C:58]1[CH:63]=[CH:62][C:61]([CH2:64][C:65]([O:15][C@H:14]2[CH2:13][C@H:12]([NH:16][C:17]3[C:22]([C:23]([C:25]4[S:26][C:27]([CH3:41])=[C:28]([C@H:30]5[C:39]6[C:34](=[CH:35][CH:36]=[C:37]([Cl:40])[CH:38]=6)[CH2:33][CH2:32][O:31]5)[CH:29]=4)=[O:24])=[CH:21][N:20]=[CH:19][N:18]=3)[CH2:11][C@@H:10]2[CH2:9][O:8][Si:1]([C:4]([CH3:5])([CH3:6])[CH3:7])([CH3:3])[CH3:2])=[O:66])=[CH:60][CH:59]=1)([O:52][C:53]([CH3:56])([CH3:55])[CH3:54])=[O:51])([CH3:46])([CH3:47])[CH3:48]. The catalyst class is: 142.